This data is from Reaction yield outcomes from USPTO patents with 853,638 reactions. The task is: Predict the reaction yield, written as a fraction of the theoretical maximum amount of product (1.0 means a 100% yield; for example, 0.34 means a 34% yield). (1) The reactants are [Cl:1][C:2]1[CH:7]=[C:6]([F:8])[C:5]([N+:9]([O-])=O)=[CH:4][C:3]=1[CH2:12][C:13]([O:15][CH2:16][CH3:17])=[O:14]. The catalyst is CCO.[Ni]. The product is [NH2:9][C:5]1[C:6]([F:8])=[CH:7][C:2]([Cl:1])=[C:3]([CH2:12][C:13]([O:15][CH2:16][CH3:17])=[O:14])[CH:4]=1. The yield is 0.950. (2) The reactants are C[O:2][C:3]1[C:20]([O:21]C)=[CH:19][C:18]2[C:17]3[C:12](=[CH:13][C:14]([O:25]C)=[C:15]([O:23]C)[CH:16]=3)[C:11]3[C:6](=[CH:7][C:8]([O:29]C)=[C:9]([O:27]C)[CH:10]=3)[C:5]=2[CH:4]=1.I. The catalyst is C(O)(=O)C. The product is [OH2:2].[OH:2][C:3]1[C:20]([OH:21])=[CH:19][C:18]2[C:17]3[C:12](=[CH:13][C:14]([OH:25])=[C:15]([OH:23])[CH:16]=3)[C:11]3[C:6](=[CH:7][C:8]([OH:29])=[C:9]([OH:27])[CH:10]=3)[C:5]=2[CH:4]=1. The yield is 0.855. (3) The reactants are Cl.[Cl:2][C:3]1[C:4]([O:26]COC)=[CH:5][C:6]([O:22]COC)=[C:7]([C:9]([N:11]2[CH2:15][CH2:14][CH2:13][C@@H:12]2[CH2:16][N:17]2[CH2:21][CH2:20][CH2:19][CH2:18]2)=[O:10])[CH:8]=1. The catalyst is CO. The product is [Cl:2][C:3]1[CH:8]=[C:7]([C:9]([N:11]2[CH2:15][CH2:14][CH2:13][C@@H:12]2[CH2:16][N:17]2[CH2:21][CH2:20][CH2:19][CH2:18]2)=[O:10])[C:6]([OH:22])=[CH:5][C:4]=1[OH:26]. The yield is 0.907. (4) The catalyst is CO.[Pd]. The yield is 0.940. The reactants are [CH3:1][N:2]([CH3:18])[C:3](=[O:17])[C:4]1[CH:9]=[CH:8][C:7]([N+:10]([O-])=O)=[CH:6][C:5]=1[C:13]([F:16])([F:15])[F:14]. The product is [NH2:10][C:7]1[CH:8]=[CH:9][C:4]([C:3]([N:2]([CH3:1])[CH3:18])=[O:17])=[C:5]([C:13]([F:14])([F:15])[F:16])[CH:6]=1. (5) The reactants are [CH3:1][O:2][C:3]1[CH:11]=[C:7]([C:8]([OH:10])=O)[C:6]([OH:12])=[CH:5][CH:4]=1.[Cl:13][C:14]1[CH:20]=[CH:19][C:18]([C:21]([F:24])([F:23])[F:22])=[CH:17][C:15]=1[NH2:16]. No catalyst specified. The product is [Cl:13][C:14]1[CH:20]=[CH:19][C:18]([C:21]([F:23])([F:24])[F:22])=[CH:17][C:15]=1[NH:16][C:8](=[O:10])[C:7]1[CH:11]=[C:3]([O:2][CH3:1])[CH:4]=[CH:5][C:6]=1[OH:12]. The yield is 0.564. (6) The reactants are [C:1]([O:5][C:6](=[O:28])[NH:7][C@H:8]1[CH2:12][CH2:11][N:10]([C:13]2[CH:18]=[CH:17][C:16]([O:19]CC3C=CC=CC=3)=[CH:15][CH:14]=2)[C:9]1=[O:27])([CH3:4])([CH3:3])[CH3:2]. The catalyst is [Pd]. The product is [C:1]([O:5][C:6](=[O:28])[NH:7][C@H:8]1[CH2:12][CH2:11][N:10]([C:13]2[CH:14]=[CH:15][C:16]([OH:19])=[CH:17][CH:18]=2)[C:9]1=[O:27])([CH3:4])([CH3:2])[CH3:3]. The yield is 1.00. (7) The yield is 0.780. The reactants are [CH3:1][O:2][C:3]1[CH:8]=[CH:7][C:6]([C:9]([F:12])([F:11])[F:10])=[CH:5][C:4]=1B(O)O.Br[C:17]1[CH:22]=[CH:21][CH:20]=[CH:19][N:18]=1.C(=O)([O-])[O-].[Na+].[Na+]. The product is [CH3:1][O:2][C:3]1[CH:8]=[CH:7][C:6]([C:9]([F:12])([F:11])[F:10])=[CH:5][C:4]=1[C:17]1[CH:22]=[CH:21][CH:20]=[CH:19][N:18]=1. The catalyst is C(COC)OC.C1(P(C2C=CC=CC=2)C2C=CC=CC=2)C=CC=CC=1.C1(P(C2C=CC=CC=2)C2C=CC=CC=2)C=CC=CC=1.C1(P(C2C=CC=CC=2)C2C=CC=CC=2)C=CC=CC=1.C1(P(C2C=CC=CC=2)C2C=CC=CC=2)C=CC=CC=1.[Pd].